This data is from Full USPTO retrosynthesis dataset with 1.9M reactions from patents (1976-2016). The task is: Predict the reactants needed to synthesize the given product. (1) Given the product [NH2:1][C:2]1[C:11]2[CH:10]=[CH:9][CH:8]=[C:7]([C:27]3[CH:28]=[N:29][C:24]([O:23][CH3:22])=[CH:25][CH:26]=3)[C:6]=2[N:5]=[C:4]2[CH2:13][N:14]([CH:17]3[CH2:21][CH2:20][CH2:19][CH2:18]3)[C:15](=[O:16])[C:3]=12, predict the reactants needed to synthesize it. The reactants are: [NH2:1][C:2]1[C:11]2[CH:10]=[CH:9][CH:8]=[C:7](Br)[C:6]=2[N:5]=[C:4]2[CH2:13][N:14]([CH:17]3[CH2:21][CH2:20][CH2:19][CH2:18]3)[C:15](=[O:16])[C:3]=12.[CH3:22][O:23][C:24]1[N:29]=[CH:28][C:27](B(O)O)=[CH:26][CH:25]=1. (2) Given the product [C:1](=[O:18])([O:3][CH:4]([C:14]([CH3:15])([CH3:17])[CH3:16])[C:5]1[N:9]([CH2:21][CH2:22][CH2:23][CH2:24][CH2:25][CH3:26])[N:8]=[C:7]([C:10]([F:11])([F:12])[F:13])[N:6]=1)[NH2:2], predict the reactants needed to synthesize it. The reactants are: [C:1](=[O:18])([O:3][CH:4]([C:14]([CH3:17])([CH3:16])[CH3:15])[C:5]1[NH:9][N:8]=[C:7]([C:10]([F:13])([F:12])[F:11])[N:6]=1)[NH2:2].[H-].[Na+].[CH2:21](I)[CH2:22][CH2:23][CH2:24][CH2:25][CH3:26].O. (3) The reactants are: C(OC1C(=O)N=C(CC2(N3C4=NC=CC=C4C=C3)CCCC2)N2CCN(C)C(=O)C=12)C1C=CC=CC=1.[CH:37]1([N:41]([CH2:74][CH2:75]O)[C:42]([C:44]2[C:49]([O:50][CH2:51][C:52]3[CH:57]=[CH:56][CH:55]=[CH:54][CH:53]=3)=[C:48]([OH:58])[N:47]=[C:46]([CH2:59][C:60]3([N:65]4[C:69]5=[N:70][CH:71]=[CH:72][CH:73]=[C:68]5[CH:67]=[CH:66]4)[CH2:64][CH2:63][CH2:62][CH2:61]3)[N:45]=2)=[O:43])[CH2:40][CH2:39][CH2:38]1. Given the product [CH2:51]([O:50][C:49]1[C:48](=[O:58])[N:47]=[C:46]([CH2:59][C:60]2([N:65]3[C:69]4=[N:70][CH:71]=[CH:72][CH:73]=[C:68]4[CH:67]=[CH:66]3)[CH2:61][CH2:62][CH2:63][CH2:64]2)[N:45]2[CH2:75][CH2:74][N:41]([CH:37]3[CH2:38][CH2:39][CH2:40]3)[C:42](=[O:43])[C:44]=12)[C:52]1[CH:57]=[CH:56][CH:55]=[CH:54][CH:53]=1, predict the reactants needed to synthesize it.